This data is from Peptide-MHC class I binding affinity with 185,985 pairs from IEDB/IMGT. The task is: Regression. Given a peptide amino acid sequence and an MHC pseudo amino acid sequence, predict their binding affinity value. This is MHC class I binding data. (1) The peptide sequence is PDDPVEIALY. The MHC is HLA-A26:01 with pseudo-sequence HLA-A26:01. The binding affinity (normalized) is 0. (2) The peptide sequence is ETIEILRNY. The MHC is HLA-B58:01 with pseudo-sequence HLA-B58:01. The binding affinity (normalized) is 0.0847.